From a dataset of Reaction yield outcomes from USPTO patents with 853,638 reactions. Predict the reaction yield, written as a fraction of the theoretical maximum amount of product (1.0 means a 100% yield; for example, 0.34 means a 34% yield). (1) The reactants are Br[C:2]1[CH:7]=[CH:6][C:5]([S:8]([NH:11][C:12]([CH3:15])([CH3:14])[CH3:13])(=[O:10])=[O:9])=[CH:4][CH:3]=1.[B:16]1([B:16]2[O:20][C:19]([CH3:22])([CH3:21])[C:18]([CH3:24])([CH3:23])[O:17]2)[O:20][C:19]([CH3:22])([CH3:21])[C:18]([CH3:24])([CH3:23])[O:17]1.C([O-])(=O)C.[K+]. The catalyst is C1C=CC(P(C2C=CC=CC=2)[C-]2C=CC=C2)=CC=1.C1C=CC(P(C2C=CC=CC=2)[C-]2C=CC=C2)=CC=1.Cl[Pd]Cl.[Fe+2].C(Cl)Cl.CS(C)=O. The product is [C:12]([NH:11][S:8]([C:5]1[CH:6]=[CH:7][C:2]([B:16]2[O:20][C:19]([CH3:22])([CH3:21])[C:18]([CH3:24])([CH3:23])[O:17]2)=[CH:3][CH:4]=1)(=[O:10])=[O:9])([CH3:15])([CH3:14])[CH3:13]. The yield is 0.860. (2) The reactants are Br[C:2]1[CH:11]=[C:10]2[C:5]([C:6]([O:12][CH2:13][CH3:14])=[CH:7][CH:8]=[N:9]2)=[CH:4][CH:3]=1.[CH:15]1([N:18]2[CH2:23][C:22]3([CH2:28][CH2:27][N:26]([S:29]([C:32]4[CH:37]=[CH:36][C:35](B5OC(C)(C)C(C)(C)O5)=[CH:34][CH:33]=4)(=[O:31])=[O:30])[CH2:25][CH2:24]3)[O:21][CH2:20][C:19]2=[O:47])[CH2:17][CH2:16]1. No catalyst specified. The product is [CH:15]1([N:18]2[CH2:23][C:22]3([CH2:28][CH2:27][N:26]([S:29]([C:32]4[CH:33]=[CH:34][C:35]([C:2]5[CH:11]=[C:10]6[C:5]([C:6]([O:12][CH2:13][CH3:14])=[CH:7][CH:8]=[N:9]6)=[CH:4][CH:3]=5)=[CH:36][CH:37]=4)(=[O:30])=[O:31])[CH2:25][CH2:24]3)[O:21][CH2:20][C:19]2=[O:47])[CH2:16][CH2:17]1. The yield is 0.300. (3) The yield is 0.780. The catalyst is CCOCC. The reactants are [F:1][C:2]1[CH:7]=[C:6]([C:8]2[C:9]3[C:10]4[CH:24]=[CH:23][S:22][C:11]=4[C:12](=[O:21])[NH:13][C:14]=3[C:15]([CH3:20])=[CH:16][C:17]=2[O:18][CH3:19])[CH:5]=[CH:4][C:3]=1[C@@H:25]([CH3:35])[CH2:26][NH:27]C(=O)OC(C)(C)C.[ClH:36]. The product is [ClH:36].[NH2:27][CH2:26][C@@H:25]([C:3]1[CH:4]=[CH:5][C:6]([C:8]2[C:9]3[C:10]4[CH:24]=[CH:23][S:22][C:11]=4[C:12](=[O:21])[NH:13][C:14]=3[C:15]([CH3:20])=[CH:16][C:17]=2[O:18][CH3:19])=[CH:7][C:2]=1[F:1])[CH3:35]. (4) The yield is 1.00. The reactants are [C:1]([O:5][C:6]([N:8]([CH2:19][C:20]1[CH:25]=[CH:24][CH:23]=[CH:22][CH:21]=1)[C@H:9]([CH2:17][OH:18])[CH2:10][C:11]1[CH:16]=[CH:15][CH:14]=[CH:13][CH:12]=1)=[O:7])([CH3:4])([CH3:3])[CH3:2].C(N(CC)CC)C.O. The catalyst is CS(C)=O. The product is [C:1]([O:5][C:6]([N:8]([CH2:19][C:20]1[CH:21]=[CH:22][CH:23]=[CH:24][CH:25]=1)[C@H:9]([CH:17]=[O:18])[CH2:10][C:11]1[CH:12]=[CH:13][CH:14]=[CH:15][CH:16]=1)=[O:7])([CH3:4])([CH3:2])[CH3:3]. (5) The reactants are [Br:1][C:2]1[CH:7]=[CH:6][C:5]([S:8][C:9]2[CH:14]=[CH:13][C:12]([NH:15][C:16](=[O:18])[CH3:17])=[CH:11][CH:10]=2)=[C:4]([N+:19]([O-])=O)[CH:3]=1.[Cl-].[NH4+].C1COCC1.O. The catalyst is CO.[Fe]. The product is [NH2:19][C:4]1[CH:3]=[C:2]([Br:1])[CH:7]=[CH:6][C:5]=1[S:8][C:9]1[CH:14]=[CH:13][C:12]([NH:15][C:16](=[O:18])[CH3:17])=[CH:11][CH:10]=1. The yield is 0.920. (6) The product is [F:22][C:5]1[C:4]([CH2:3][OH:2])=[CH:9][CH:8]=[C:7]([NH:10][CH2:11][C:12]2[CH:13]=[N:14][C:15]([C:18]([F:21])([F:19])[F:20])=[CH:16][CH:17]=2)[N:6]=1. The catalyst is O1CCCC1. The yield is 0.937. The reactants are C[O:2][C:3](=O)[C:4]1[CH:9]=[CH:8][C:7]([NH:10][CH2:11][C:12]2[CH:13]=[N:14][C:15]([C:18]([F:21])([F:20])[F:19])=[CH:16][CH:17]=2)=[N:6][C:5]=1[F:22].[AlH4-].[Li+].O.O.O.O.O.O.O.O.O.O.S([O-])([O-])(=O)=O.[Na+].[Na+]. (7) The reactants are [CH2:1]([N:8]1[CH2:17][CH2:16][C:15]2[C:14]([C:18]([O:20]C)=[O:19])=[N:13][CH:12]=[N:11][C:10]=2[CH2:9]1)[C:2]1[CH:7]=[CH:6][CH:5]=[CH:4][CH:3]=1.[OH-].[Na+]. The catalyst is CO. The product is [CH2:1]([N:8]1[CH2:17][CH2:16][C:15]2[C:14]([C:18]([OH:20])=[O:19])=[N:13][CH:12]=[N:11][C:10]=2[CH2:9]1)[C:2]1[CH:3]=[CH:4][CH:5]=[CH:6][CH:7]=1. The yield is 0.910. (8) The reactants are [CH3:1][O:2][C:3](=[O:20])[C:4]1[CH:9]=[C:8]([N+:10]([O-])=O)[CH:7]=[C:6]([C:13]2[CH:18]=[CH:17][C:16]([CH3:19])=[CH:15][N:14]=2)[CH:5]=1.Cl[Sn]Cl. The catalyst is CO. The product is [CH3:1][O:2][C:3](=[O:20])[C:4]1[CH:5]=[C:6]([C:13]2[CH:18]=[CH:17][C:16]([CH3:19])=[CH:15][N:14]=2)[CH:7]=[C:8]([NH2:10])[CH:9]=1. The yield is 1.00. (9) The reactants are Cl[C:2]1[N:3]([CH2:25][CH:26]2[CH2:28][CH2:27]2)[C:4]2[C:9]([N:10]=1)=[C:8]([N:11]1[CH2:16][CH2:15][O:14][CH2:13][CH2:12]1)[N:7]=[C:6]([C:17]1[C:18]([CH3:24])=[N:19][C:20]([NH2:23])=[N:21][CH:22]=1)[N:5]=2.[CH3:29][NH:30][CH:31]1[CH2:35][CH2:34][NH:33][CH2:32]1.C(N(CC)CC)C.[S:43](Cl)([CH3:46])(=[O:45])=[O:44]. The catalyst is CN1CCCC1=O. The product is [NH2:23][C:20]1[N:19]=[C:18]([CH3:24])[C:17]([C:6]2[N:5]=[C:4]3[C:9]([N:10]=[C:2]([N:33]4[CH2:34][CH2:35][CH:31]([N:30]([CH3:29])[S:43]([CH3:46])(=[O:45])=[O:44])[CH2:32]4)[N:3]3[CH2:25][CH:26]3[CH2:28][CH2:27]3)=[C:8]([N:11]3[CH2:16][CH2:15][O:14][CH2:13][CH2:12]3)[N:7]=2)=[CH:22][N:21]=1. The yield is 0.500.